Dataset: Reaction yield outcomes from USPTO patents with 853,638 reactions. Task: Predict the reaction yield, written as a fraction of the theoretical maximum amount of product (1.0 means a 100% yield; for example, 0.34 means a 34% yield). The reactants are C(OC([N:8]1[CH2:13][CH2:12][CH:11]([C:14]2[N:15]([CH2:30][CH2:31][N:32]([CH3:34])[CH3:33])[CH:16]=[C:17]([C:19]3[CH:24]=[CH:23][C:22]([F:25])=[C:21]([C:26]([F:29])([F:28])[F:27])[CH:20]=3)[N:18]=2)[CH2:10][CH2:9]1)=O)(C)(C)C.C(Cl)[Cl:36].[ClH:38].CO. No catalyst specified. The product is [ClH:36].[ClH:38].[F:25][C:22]1[CH:23]=[CH:24][C:19]([C:17]2[N:18]=[C:14]([CH:11]3[CH2:12][CH2:13][NH:8][CH2:9][CH2:10]3)[N:15]([CH2:30][CH2:31][N:32]([CH3:34])[CH3:33])[CH:16]=2)=[CH:20][C:21]=1[C:26]([F:27])([F:28])[F:29]. The yield is 0.984.